Dataset: Reaction yield outcomes from USPTO patents with 853,638 reactions. Task: Predict the reaction yield, written as a fraction of the theoretical maximum amount of product (1.0 means a 100% yield; for example, 0.34 means a 34% yield). (1) The reactants are [N:1]1[CH:6]=[CH:5][C:4]([N:7]2[CH2:12][CH2:11][CH:10]([C:13](Cl)=[O:14])[CH2:9][CH2:8]2)=[CH:3][CH:2]=1.[NH2:16][CH2:17][CH:18]([NH:26][C:27]([O:29][C:30]([CH3:33])([CH3:32])[CH3:31])=[O:28])[CH2:19][C:20]1[CH:25]=[CH:24][CH:23]=[CH:22][CH:21]=1. No catalyst specified. The product is [C:30]([O:29][C:27]([NH:26][CH:18]([CH2:19][C:20]1[CH:21]=[CH:22][CH:23]=[CH:24][CH:25]=1)[CH2:17][NH:16][C:13]([CH:10]1[CH2:11][CH2:12][N:7]([C:4]2[CH:5]=[CH:6][N:1]=[CH:2][CH:3]=2)[CH2:8][CH2:9]1)=[O:14])=[O:28])([CH3:33])([CH3:31])[CH3:32]. The yield is 0.390. (2) The reactants are [F:1][C:2]1[C:15]([CH2:16][C:17]2[CH:22]=[CH:21][C:20]([F:23])=[CH:19][CH:18]=2)=[CH:14][CH:13]=[C:12]([O:24][CH3:25])[C:3]=1[O:4][C:5]1[CH:6]=[C:7](N)[CH:8]=[CH:9][CH:10]=1.N([O-])=O.[Na+].[ClH:30]. The catalyst is O.[Cu]Cl. The product is [Cl:30][C:7]1[CH:6]=[C:5]([CH:10]=[CH:9][CH:8]=1)[O:4][C:3]1[C:2]([F:1])=[C:15]([CH2:16][C:17]2[CH:22]=[CH:21][C:20]([F:23])=[CH:19][CH:18]=2)[CH:14]=[CH:13][C:12]=1[O:24][CH3:25]. The yield is 0.330. (3) The reactants are [Cl:1][C:2]1[CH:9]=[C:8]([F:10])[CH:7]=[CH:6][C:3]=1[CH2:4]Br.[CH2:11]([O:13][C:14](=[O:35])[C:15]1[CH:20]=[CH:19][N:18]=[C:17]([N:21]2[C:25]([CH3:26])=[CH:24][CH:23]=[C:22]2[C:27]2[CH:32]=[C:31]([Cl:33])[CH:30]=[CH:29][C:28]=2[OH:34])[CH:16]=1)[CH3:12].C([O-])([O-])=O.[K+].[K+]. The product is [CH2:11]([O:13][C:14](=[O:35])[C:15]1[CH:20]=[CH:19][N:18]=[C:17]([N:21]2[C:25]([CH3:26])=[CH:24][CH:23]=[C:22]2[C:27]2[CH:32]=[C:31]([Cl:33])[CH:30]=[CH:29][C:28]=2[O:34][CH2:4][C:3]2[CH:6]=[CH:7][C:8]([F:10])=[CH:9][C:2]=2[Cl:1])[CH:16]=1)[CH3:12]. The yield is 0.820. The catalyst is CN(C=O)C.CCOC(C)=O. (4) The reactants are [F:1][C:2]1[CH:10]=[C:9]2[C:5]([C:6]([C:11]3[C:12](=[O:31])[NH:13][C:14](=[O:30])[C:15]=3[C:16]3[C:26]4=[C:27]5[C:22](=[CH:23][CH:24]=[CH:25]4)[CH2:21][CH:20]([CH2:28]O)[CH2:19][N:18]5[CH:17]=3)=[CH:7][NH:8]2)=[CH:4][CH:3]=1.C(Br)(Br)(Br)[Br:33].C1(P(C2C=CC=CC=2)C2C=CC=CC=2)C=CC=CC=1. The catalyst is CN(C)C=O.O. The product is [Br:33][CH2:28][CH:20]1[CH2:21][C:22]2[C:27]3=[C:26]([C:16]([C:15]4[C:14](=[O:30])[NH:13][C:12](=[O:31])[C:11]=4[C:6]4[C:5]5[C:9](=[CH:10][C:2]([F:1])=[CH:3][CH:4]=5)[NH:8][CH:7]=4)=[CH:17][N:18]3[CH2:19]1)[CH:25]=[CH:24][CH:23]=2. The yield is 0.610. (5) The catalyst is O1CCCC1. The yield is 0.520. The product is [OH:11][CH2:10][CH2:9][N:8]([CH2:7][C:5]1[N:6]=[C:2]([CH3:1])[S:3][CH:4]=1)[C:12](=[O:13])[O:14][C:15]([CH3:18])([CH3:17])[CH3:16]. The reactants are [CH3:1][C:2]1[S:3][CH:4]=[C:5]([CH2:7][NH:8][CH2:9][CH2:10][OH:11])[N:6]=1.[C:12](O[C:12]([O:14][C:15]([CH3:18])([CH3:17])[CH3:16])=[O:13])([O:14][C:15]([CH3:18])([CH3:17])[CH3:16])=[O:13]. (6) The reactants are [F:1][C:2]([F:33])([F:32])[C:3]1[CH:4]=[C:5]([CH:25]=[C:26]([C:28]([F:31])([F:30])[F:29])[CH:27]=1)[CH2:6][N:7]([CH3:24])[C:8](=[O:23])[C:9]1[C:14]([C:15]2[CH:20]=[CH:19][CH:18]=[CH:17][C:16]=2[CH3:21])=[CH:13][C:12](Cl)=[N:11][CH:10]=1.[CH3:34][S:35]([O-:37])=[O:36].[Na+].C(=O)(O)[O-].[Na+]. The catalyst is CN(C)C=O.ClCCl. The product is [F:1][C:2]([F:33])([F:32])[C:3]1[CH:4]=[C:5]([CH:25]=[C:26]([C:28]([F:31])([F:30])[F:29])[CH:27]=1)[CH2:6][N:7]([CH3:24])[C:8](=[O:23])[C:9]1[C:14]([C:15]2[CH:20]=[CH:19][CH:18]=[CH:17][C:16]=2[CH3:21])=[CH:13][C:12]([S:35]([CH3:34])(=[O:37])=[O:36])=[N:11][CH:10]=1. The yield is 0.290.